Task: Predict the product of the given reaction.. Dataset: Forward reaction prediction with 1.9M reactions from USPTO patents (1976-2016) (1) Given the reactants [F:1][C:2]1[CH:11]=[C:10]2[C:5]([CH:6]=[CH:7][C:8]([CH3:12])=[N:9]2)=[C:4]([N:13]2[CH2:18][CH2:17][N:16]([CH2:19][CH:20]([C:22]3[CH:23]=[CH:24][C:25]4[O:30][CH2:29][C:28](=[O:31])[NH:27][C:26]=4[CH:32]=3)O)[CH2:15][CH2:14]2)[CH:3]=1.CCN(S(F)(F)[F:39])CC.C(Cl)[Cl:43], predict the reaction product. The product is: [ClH:43].[F:39][CH:20]([C:22]1[CH:23]=[CH:24][C:25]2[O:30][CH2:29][C:28](=[O:31])[NH:27][C:26]=2[CH:32]=1)[CH2:19][N:16]1[CH2:17][CH2:18][N:13]([C:4]2[CH:3]=[C:2]([F:1])[CH:11]=[C:10]3[C:5]=2[CH:6]=[CH:7][C:8]([CH3:12])=[N:9]3)[CH2:14][CH2:15]1. (2) Given the reactants [ClH:1].[CH2:2]([C:6]1[N:10]([CH2:11][C:12]2[CH:17]=[CH:16][C:15]([C:18]3[CH:23]=[CH:22][CH:21]=[CH:20][C:19]=3[CH:24]3[N:28](C)[N:27](C4C=CC=CC=4)[N:26](C4C=CC=CC=4)[N:25]3C3C=CC=CC=3)=[CH:14][CH:13]=2)[C:9](=[O:48])[C:8]2([CH2:52][CH2:51][CH2:50][CH2:49]2)[N:7]=1)[CH2:3][CH2:4][CH3:5].BrCC1C=CC(C2C=CC=CC=2C2N(C(C3C=CC=CC=3)(C3C=CC=CC=3)C3C=CC=CC=3)N=NN=2)=CC=1.C(C1NC(=O)C2(CCCC2)N=1)CCC.Cl, predict the reaction product. The product is: [CH3:5][CH2:4][CH2:3][CH2:2][C:6]1[N:10]([CH2:11][C:12]2[CH:17]=[CH:16][C:15]([C:18]3[C:19]([C:24]4[N:25]=[N:26][NH:27][N:28]=4)=[CH:20][CH:21]=[CH:22][CH:23]=3)=[CH:14][CH:13]=2)[C:9](=[O:48])[C:8]2([CH2:49][CH2:50][CH2:51][CH2:52]2)[N:7]=1.[ClH:1]. (3) Given the reactants [O:1]1[C:10]2[C:5](=[CH:6][CH:7]=[CH:8][CH:9]=2)[C:4](=[O:11])[CH2:3][CH2:2]1.[Cl:12][S:13](O)(=[O:15])=[O:14], predict the reaction product. The product is: [O:11]=[C:4]1[C:5]2[C:10](=[CH:9][CH:8]=[C:7]([S:13]([Cl:12])(=[O:15])=[O:14])[CH:6]=2)[O:1][CH2:2][CH2:3]1. (4) Given the reactants C([N:8]1[CH2:13][CH2:12][N:11]([C:14]2[N:19]=[CH:18][C:17]([C:20]([F:23])([F:22])[F:21])=[CH:16][N:15]=2)[CH2:10][CH2:9]1)C1C=CC=CC=1, predict the reaction product. The product is: [N:11]1([C:14]2[N:15]=[CH:16][C:17]([C:20]([F:22])([F:21])[F:23])=[CH:18][N:19]=2)[CH2:12][CH2:13][NH:8][CH2:9][CH2:10]1. (5) Given the reactants [F:1][C:2]1[CH:7]=[CH:6][CH:5]=[C:4]([F:8])[C:3]=1[NH:9][C:10]1[CH:15]=[CH:14][C:13]([F:16])=[CH:12][C:11]=1[N+:17]([O-])=O.CCO[C:23]([CH3:25])=O.[CH3:26][OH:27], predict the reaction product. The product is: [F:1][C:2]1[CH:7]=[CH:6][CH:5]=[C:4]([F:8])[C:3]=1[N:9]1[C:10]2[C:11](=[CH:12][C:13]([F:16])=[CH:14][CH:15]=2)[N:17]=[C:3]([N:9]2[CH2:25][CH2:23][NH:17][CH2:11][CH2:10]2)[C:26]1=[O:27]. (6) The product is: [CH3:1][O:2][C:3]1[CH:4]=[C:5]2[C:10](=[CH:11][C:12]=1[O:13][CH3:14])[N:9]=[C:8]([C:15]1[CH:16]=[CH:17][C:18]([F:21])=[CH:19][CH:20]=1)[N:7]=[C:6]2[C:22]([N:32]1[CH2:31][CH2:30][C:29]2[C:34](=[CH:35][C:36]([O:38][CH3:39])=[CH:37][C:28]=2[O:27][CH3:26])[CH2:33]1)=[O:23]. Given the reactants [CH3:1][O:2][C:3]1[CH:4]=[C:5]2[C:10](=[CH:11][C:12]=1[O:13][CH3:14])[N:9]=[C:8]([C:15]1[CH:20]=[CH:19][C:18]([F:21])=[CH:17][CH:16]=1)[N:7]=[C:6]2[C:22](O)=[O:23].Cl.[CH3:26][O:27][C:28]1[CH:37]=[C:36]([O:38][CH3:39])[CH:35]=[C:34]2[C:29]=1[CH2:30][CH2:31][NH:32][CH2:33]2, predict the reaction product. (7) Given the reactants [CH2:1]([N:8]1[CH2:13][CH2:12][N:11]([CH:14]2[CH2:19][CH2:18][NH:17][CH2:16][CH2:15]2)[CH2:10][CH2:9]1)[C:2]1[CH:7]=[CH:6][CH:5]=[CH:4][CH:3]=1.O=[CH:21][CH2:22][CH2:23][C:24]([OH:26])=[O:25].[C:27](O[BH-](OC(=O)C)OC(=O)C)(=O)[CH3:28].[Na+].C([O-])([O-])=O.[K+].[K+], predict the reaction product. The product is: [CH2:1]([N:8]1[CH2:9][CH2:10][N:11]([CH:14]2[CH2:19][CH2:18][N:17]([CH2:21][CH2:22][CH2:23][C:24]([O:26][CH2:27][CH3:28])=[O:25])[CH2:16][CH2:15]2)[CH2:12][CH2:13]1)[C:2]1[CH:3]=[CH:4][CH:5]=[CH:6][CH:7]=1. (8) Given the reactants [N:1]1([CH2:6][CH2:7][NH2:8])[CH:5]=[CH:4][N:3]=[N:2]1.C(=O)([O-])O.[Na+].[OH:14][C:15]1[CH:20]=[CH:19][C:18]([S:21](Cl)(=[O:23])=[O:22])=[CH:17][CH:16]=1, predict the reaction product. The product is: [OH:14][C:15]1[CH:20]=[CH:19][C:18]([S:21]([NH:8][CH2:7][CH2:6][N:1]2[CH:5]=[CH:4][N:3]=[N:2]2)(=[O:23])=[O:22])=[CH:17][CH:16]=1.